Task: Regression. Given a peptide amino acid sequence and an MHC pseudo amino acid sequence, predict their binding affinity value. This is MHC class I binding data.. Dataset: Peptide-MHC class I binding affinity with 185,985 pairs from IEDB/IMGT The peptide sequence is GPSVASRAL. The MHC is HLA-B58:01 with pseudo-sequence HLA-B58:01. The binding affinity (normalized) is 0.213.